From a dataset of Reaction yield outcomes from USPTO patents with 853,638 reactions. Predict the reaction yield, written as a fraction of the theoretical maximum amount of product (1.0 means a 100% yield; for example, 0.34 means a 34% yield). (1) The product is [F:1][C:2]([F:13])([F:12])[C:3]1[CH:11]=[CH:10][C:6]([C:7]([N:18]2[CH2:19][CH2:20][CH:15]([OH:14])[CH2:16][CH2:17]2)=[O:8])=[CH:5][CH:4]=1. The reactants are [F:1][C:2]([F:13])([F:12])[C:3]1[CH:11]=[CH:10][C:6]([C:7](Cl)=[O:8])=[CH:5][CH:4]=1.[OH:14][CH:15]1[CH2:20][CH2:19][NH:18][CH2:17][CH2:16]1.C(N(CC)CC)C. The catalyst is C(Cl)Cl. The yield is 0.770. (2) The reactants are [CH3:1][O:2][C:3]1[CH:4]=[C:5]([C:11]#[CH:12])[CH:6]=[C:7]([O:9][CH3:10])[CH:8]=1.I[C:14]1[CH:19]=[CH:18][C:17]([C:20]#[C:21][Si:22]([CH3:25])([CH3:24])[CH3:23])=[CH:16][CH:15]=1. The yield is 0.904. The product is [CH3:23][Si:22]([C:21]#[C:20][C:17]1[CH:18]=[CH:19][C:14]([C:12]#[C:11][C:5]2[CH:6]=[C:7]([O:9][CH3:10])[CH:8]=[C:3]([O:2][CH3:1])[CH:4]=2)=[CH:15][CH:16]=1)([CH3:24])[CH3:25]. The catalyst is C1COCC1.C(N(CC)CC)C.[Cu]I.